This data is from Full USPTO retrosynthesis dataset with 1.9M reactions from patents (1976-2016). The task is: Predict the reactants needed to synthesize the given product. (1) Given the product [NH2:31][C:30]1[CH:29]=[C:28]2[C:24]([C:25](=[CH:16][C:13]3[NH:12][C:9]4[CH2:10][CH2:11][N:6]([CH2:5][CH2:4][N:3]([CH2:19][CH3:20])[CH2:1][CH3:2])[C:7](=[O:18])[C:8]=4[C:14]=3[CH3:15])[C:26](=[O:32])[NH:27]2)=[CH:23][C:22]=1[F:21], predict the reactants needed to synthesize it. The reactants are: [CH2:1]([N:3]([CH2:19][CH3:20])[CH2:4][CH2:5][N:6]1[CH2:11][CH2:10][C:9]2[NH:12][C:13]([CH:16]=O)=[C:14]([CH3:15])[C:8]=2[C:7]1=[O:18])[CH3:2].[F:21][C:22]1[CH:23]=[C:24]2[C:28](=[CH:29][C:30]=1[NH2:31])[NH:27][C:26](=[O:32])[CH2:25]2. (2) Given the product [Cl:37][C:38]1[CH:39]=[C:40]([C:2]2[CH:36]=[CH:35][CH:34]=[C:4]([CH2:5][N:6]([C@@H:24]3[C:33]4[C:28](=[CH:29][CH:30]=[CH:31][CH:32]=4)[CH2:27][CH2:26][CH2:25]3)[C:7]([C:9]3[CH:14]=[C:13]([C:15]([OH:17])=[O:16])[C:12]([C:18]([OH:20])=[O:19])=[CH:11][C:10]=3[C:21]([OH:23])=[O:22])=[O:8])[CH:3]=2)[CH:41]=[CH:42][C:43]=1[F:44], predict the reactants needed to synthesize it. The reactants are: Br[C:2]1[CH:3]=[C:4]([CH:34]=[CH:35][CH:36]=1)[CH2:5][N:6]([C@@H:24]1[C:33]2[C:28](=[CH:29][CH:30]=[CH:31][CH:32]=2)[CH2:27][CH2:26][CH2:25]1)[C:7]([C:9]1[CH:14]=[C:13]([C:15]([OH:17])=[O:16])[C:12]([C:18]([OH:20])=[O:19])=[CH:11][C:10]=1[C:21]([OH:23])=[O:22])=[O:8].[Cl:37][C:38]1[CH:39]=[C:40](B(O)O)[CH:41]=[CH:42][C:43]=1[F:44].